Predict which catalyst facilitates the given reaction. From a dataset of Catalyst prediction with 721,799 reactions and 888 catalyst types from USPTO. (1) Product: [CH3:16][O:17][C:18]1[CH:30]=[CH:29][C:21]([CH2:22][N:23]2[C:3]3[N:2]=[CH:4][C:5]4[CH2:14][CH2:13][C:8]5[N:9]=[C:10]([CH3:12])[S:11][C:7]=5[C:6]=4[C:26]=3[CH:25]=[N:24]2)=[CH:20][CH:19]=1. Reactant: C[N:2](/[CH:4]=[C:5]1\[C:6](=O)[C:7]2[S:11][C:10]([CH3:12])=[N:9][C:8]=2[CH2:13][CH2:14]\1)[CH3:3].[CH3:16][O:17][C:18]1[CH:30]=[CH:29][C:21]([CH2:22][N:23]2C(N)=[CH:26][CH:25]=[N:24]2)=[CH:20][CH:19]=1.FC(F)(F)C(O)=O. The catalyst class is: 6. (2) Reactant: F[C:2]1[CH:9]=[CH:8][C:5]([C:6]#[N:7])=[C:4]([Cl:10])[CH:3]=1.[CH2:11]([CH:13]1[CH2:18][CH2:17][CH2:16][CH2:15][CH:14]1[OH:19])[CH3:12].O. Product: [Cl:10][C:4]1[CH:3]=[C:2]([O:19][CH:14]2[CH2:15][CH2:16][CH2:17][CH2:18][CH:13]2[CH2:11][CH3:12])[CH:9]=[CH:8][C:5]=1[C:6]#[N:7]. The catalyst class is: 9. (3) Reactant: [Cl:1][C:2]1[CH:14]=[CH:13][C:5]([O:6][CH2:7][C:8]([O:10]CC)=[O:9])=[C:4]([O:15]C)[CH:3]=1. Product: [Cl:1][C:2]1[CH:14]=[CH:13][C:5]([O:6][CH2:7][C:8]([OH:10])=[O:9])=[C:4]([OH:15])[CH:3]=1. The catalyst class is: 201. (4) Reactant: [CH2:1]([NH:3][C:4](=[O:45])[NH:5][C:6]1[N:11]=[CH:10][C:9]([C:12]2[CH:13]=[C:14]3[C:19](=[N:20][C:21]=2F)[N:18]([C@@H:23]([C:26]([CH3:29])([CH3:28])[CH3:27])[CH2:24][OH:25])[CH:17]=[C:16]([C:30]([O:32]CC)=[O:31])[C:15]3=[O:35])=[C:8]([C:36]2[S:37][CH:38]=[C:39]([C:41]([F:44])([F:43])[F:42])[N:40]=2)[CH:7]=1)[CH3:2].[CH3:46][N:47]1[CH2:52][CH2:51][NH:50][CH2:49][CH2:48]1.[OH-].[Li+].CS(O)(=O)=O. Product: [CH2:1]([NH:3][C:4](=[O:45])[NH:5][C:6]1[N:11]=[CH:10][C:9]([C:12]2[CH:13]=[C:14]3[C:19](=[N:20][C:21]=2[N:50]2[CH2:51][CH2:52][N:47]([CH3:46])[CH2:48][CH2:49]2)[N:18]([C@@H:23]([C:26]([CH3:29])([CH3:28])[CH3:27])[CH2:24][OH:25])[CH:17]=[C:16]([C:30]([OH:32])=[O:31])[C:15]3=[O:35])=[C:8]([C:36]2[S:37][CH:38]=[C:39]([C:41]([F:42])([F:43])[F:44])[N:40]=2)[CH:7]=1)[CH3:2]. The catalyst class is: 20. (5) Reactant: [OH:1][CH:2]1[C:30]2[C:25](=[CH:26][CH:27]=[CH:28][CH:29]=2)[O:24][C:4]2([CH2:9][CH2:8][N:7]([C:10]([C:12]3[CH:17]=[CH:16][C:15]([O:18][CH:19]([CH3:21])[CH3:20])=[C:14]([O:22][CH3:23])[CH:13]=3)=[O:11])[CH2:6][CH2:5]2)[CH2:3]1. Product: [C:4]([O:1][CH:2]1[C:30]2[C:25](=[CH:26][CH:27]=[CH:28][CH:29]=2)[O:24][C:4]2([CH2:5][CH2:6][N:7]([C:10]([C:12]3[CH:17]=[CH:16][C:15]([O:18][CH:19]([CH3:20])[CH3:21])=[C:14]([O:22][CH3:23])[CH:13]=3)=[O:11])[CH2:8][CH2:9]2)[CH2:3]1)([CH3:9])([CH3:5])[CH3:3]. The catalyst class is: 218. (6) Reactant: [OH:1][CH:2]1[CH2:7][CH2:6][O:5][CH2:4][CH2:3]1.Cl[C:9]([O:11][C:12]1[CH:17]=[CH:16][C:15]([N+:18]([O-:20])=[O:19])=[CH:14][CH:13]=1)=[O:10]. Product: [C:9](=[O:10])([O:1][CH:2]1[CH2:7][CH2:6][O:5][CH2:4][CH2:3]1)[O:11][C:12]1[CH:13]=[CH:14][C:15]([N+:18]([O-:20])=[O:19])=[CH:16][CH:17]=1. The catalyst class is: 2. (7) Reactant: [O:1]=[C:2]1[C:7]([CH:8]2[CH2:13][CH2:12][N:11](C(OCC3C=CC=CC=3)=O)[CH2:10][CH2:9]2)=[CH:6][C:5]([C:24]2[CH:29]=[CH:28][CH:27]=[CH:26][CH:25]=2)=[N:4][NH:3]1. Product: [C:24]1([C:5]2[CH:6]=[C:7]([CH:8]3[CH2:13][CH2:12][NH:11][CH2:10][CH2:9]3)[C:2](=[O:1])[NH:3][N:4]=2)[CH:29]=[CH:28][CH:27]=[CH:26][CH:25]=1. The catalyst class is: 29.